From a dataset of Reaction yield outcomes from USPTO patents with 853,638 reactions. Predict the reaction yield, written as a fraction of the theoretical maximum amount of product (1.0 means a 100% yield; for example, 0.34 means a 34% yield). (1) The reactants are [C:1]([O:5][C:6]([NH:8][CH:9]([CH2:15][CH2:16][CH2:17][CH2:18][B:19]1[O:23][C:22]([CH3:25])([CH3:24])[C:21]([CH3:27])([CH3:26])[O:20]1)[C:10]([O:12][CH2:13][CH3:14])=[O:11])=[O:7])([CH3:4])([CH3:3])[CH3:2].CI.[CH3:30][Si]([N-][Si](C)(C)C)(C)C.[Na+]. The catalyst is C1COCC1. The product is [C:1]([O:5][C:6]([N:8]([CH3:30])[CH:9]([CH2:15][CH2:16][CH2:17][CH2:18][B:19]1[O:20][C:21]([CH3:26])([CH3:27])[C:22]([CH3:25])([CH3:24])[O:23]1)[C:10]([O:12][CH2:13][CH3:14])=[O:11])=[O:7])([CH3:2])([CH3:3])[CH3:4]. The yield is 0.550. (2) The reactants are C([O:3][C:4]([C:6]1[N:7]=[C:8]2[CH:13]=[CH:12][C:11]([N:14]3[CH2:19][CH2:18][N:17]([C:20](=[O:32])[C:21]4[CH:26]=[C:25]([F:27])[CH:24]=[CH:23][C:22]=4[C:28]([F:31])([F:30])[F:29])[CH2:16][CH2:15]3)=[N:10][N:9]2[CH:33]=1)=O)C.[CH2:34]([NH2:39])[CH2:35][CH:36]([CH3:38])[CH3:37].[C-]#N.[Na+]. No catalyst specified. The product is [CH3:37][CH:36]([CH3:38])[CH2:35][CH2:34][NH:39][C:4]([C:6]1[N:7]=[C:8]2[CH:13]=[CH:12][C:11]([N:14]3[CH2:15][CH2:16][N:17]([C:20](=[O:32])[C:21]4[CH:26]=[C:25]([F:27])[CH:24]=[CH:23][C:22]=4[C:28]([F:31])([F:30])[F:29])[CH2:18][CH2:19]3)=[N:10][N:9]2[CH:33]=1)=[O:3]. The yield is 0.850. (3) The catalyst is C(O)(=O)C. The product is [Br:1][C:2]1[CH:3]=[CH:4][C:5]([C:8]2[N:9]=[C:12]([CH3:13])[O:11][N:10]=2)=[N:6][CH:7]=1. The reactants are [Br:1][C:2]1[CH:3]=[CH:4][C:5]([C:8](=[N:10][OH:11])[NH2:9])=[N:6][CH:7]=1.[C:12](OC(=O)C)(=O)[CH3:13]. The yield is 0.450. (4) The reactants are C(O)(C(F)(F)F)=O.[Cl:8][C:9]1[CH:14]=[CH:13][CH:12]=[C:11]([Cl:15])[C:10]=1[N:16]1[CH:46]=[CH:45][C:19]2[N:20]=[C:21]([NH:24][C:25]3[CH:30]=[CH:29][C:28]([N:31]4[CH2:36][CH2:35][N:34](C(OC(C)(C)C)=O)[CH2:33][CH2:32]4)=[C:27]([CH3:44])[CH:26]=3)[N:22]=[CH:23][C:18]=2[C:17]1=[O:47]. The catalyst is C(Cl)Cl. The product is [Cl:8][C:9]1[CH:14]=[CH:13][CH:12]=[C:11]([Cl:15])[C:10]=1[N:16]1[CH:46]=[CH:45][C:19]2[N:20]=[C:21]([NH:24][C:25]3[CH:30]=[CH:29][C:28]([N:31]4[CH2:36][CH2:35][NH:34][CH2:33][CH2:32]4)=[C:27]([CH3:44])[CH:26]=3)[N:22]=[CH:23][C:18]=2[C:17]1=[O:47]. The yield is 0.930. (5) The reactants are [CH2:1]([N:8]1[CH2:17][CH2:16][C:15]2[N:14]=[C:13]([NH:18][CH:19]([CH3:21])[CH3:20])[CH:12]=[CH:11][C:10]=2[CH2:9]1)[C:2]1[CH:7]=[CH:6][CH:5]=[CH:4][CH:3]=1.C=O.[C:24](O[BH-](OC(=O)C)OC(=O)C)(=O)C.[Na+].C(O)(=O)C. The catalyst is ClCCl.O.C(OCC)(=O)C. The product is [CH2:1]([N:8]1[CH2:17][CH2:16][C:15]2[N:14]=[C:13]([N:18]([CH:19]([CH3:21])[CH3:20])[CH3:24])[CH:12]=[CH:11][C:10]=2[CH2:9]1)[C:2]1[CH:3]=[CH:4][CH:5]=[CH:6][CH:7]=1. The yield is 0.480. (6) The reactants are [Cl:1][C:2]1[CH:3]=[C:4]([C:8]2[O:12][N:11]=[C:10]([C@H:13]([O:15][C:16]3[N:17]([CH3:31])[C:18]([C:21]4[CH:30]=[CH:29][C:24]([C:25]([O:27]C)=O)=[CH:23][CH:22]=4)=[N:19][N:20]=3)[CH3:14])[N:9]=2)[CH:5]=[CH:6][CH:7]=1.C1COCC1.[OH-].[NH4+:38]. The catalyst is CO.O. The product is [Cl:1][C:2]1[CH:3]=[C:4]([C:8]2[O:12][N:11]=[C:10]([C@H:13]([O:15][C:16]3[N:17]([CH3:31])[C:18]([C:21]4[CH:22]=[CH:23][C:24]([C:25]([NH2:38])=[O:27])=[CH:29][CH:30]=4)=[N:19][N:20]=3)[CH3:14])[N:9]=2)[CH:5]=[CH:6][CH:7]=1. The yield is 0.410. (7) The reactants are Cl.[CH3:2][O:3][C:4](=[O:10])[C@@H:5]1[CH2:9][CH2:8][CH2:7][NH:6]1.C(N(CC)CC)C.[C:18]1([S:24](Cl)(=[O:26])=[O:25])[CH:23]=[CH:22][CH:21]=[CH:20][CH:19]=1. The catalyst is C(Cl)Cl. The product is [CH3:2][O:3][C:4](=[O:10])[C@@H:5]1[CH2:9][CH2:8][CH2:7][N:6]1[S:24]([C:18]1[CH:23]=[CH:22][CH:21]=[CH:20][CH:19]=1)(=[O:26])=[O:25]. The yield is 0.950.